Task: Predict the reactants needed to synthesize the given product.. Dataset: Full USPTO retrosynthesis dataset with 1.9M reactions from patents (1976-2016) (1) The reactants are: C([O:5][C:6]([C:8]1([O:11][C:12]2[C:17]([NH:18][CH:19]3[CH2:24][CH2:23][N:22](C(OC(C)(C)C)=O)[CH2:21][CH2:20]3)=[CH:16][C:15]([Cl:32])=[CH:14][N:13]=2)[CH2:10][CH2:9]1)=O)(C)(C)C.[F:33][C:34]([F:39])([F:38])[C:35]([OH:37])=[O:36]. Given the product [F:33][C:34]([F:39])([F:38])[C:35]([OH:37])=[O:36].[Cl:32][C:15]1[CH:14]=[N:13][C:12]2[O:11][C:8]3([CH2:10][CH2:9]3)[C:6](=[O:5])[N:18]([CH:19]3[CH2:24][CH2:23][NH:22][CH2:21][CH2:20]3)[C:17]=2[CH:16]=1, predict the reactants needed to synthesize it. (2) Given the product [N:1]1[CH:6]=[CH:5][CH:4]=[CH:3][C:2]=1[C:7]1[CH:11]=[N:10][N:9]2[C:15](=[O:14])[CH:16]=[CH:20][NH:13][C:8]=12, predict the reactants needed to synthesize it. The reactants are: [N:1]1[CH:6]=[CH:5][CH:4]=[CH:3][C:2]=1[C:7]1[C:8]([NH2:13])=[N:9][NH:10][C:11]=1N.[O:14]1CCO[C:16]2[CH:20]=C(C(=O)CC(OCC)=O)C=C[C:15]1=2. (3) Given the product [C:1]([C:3]1[CH:4]=[C:5]([C:6]2[O:8][N:20]=[C:19]([C:21]3[CH:29]=[CH:28][C:27]4[NH:26][C:25]5[CH:30]([CH2:33][C:34]([O:36][CH2:37][CH3:38])=[O:35])[CH2:31][CH2:32][C:24]=5[C:23]=4[CH:22]=3)[N:18]=2)[CH:9]=[C:10]([O:12][C:13]([F:16])([F:15])[F:14])[CH:11]=1)#[N:2], predict the reactants needed to synthesize it. The reactants are: [C:1]([C:3]1[CH:4]=[C:5]([CH:9]=[C:10]([O:12][C:13]([F:16])([F:15])[F:14])[CH:11]=1)[C:6]([OH:8])=O)#[N:2].O[NH:18][C:19]([C:21]1[CH:29]=[CH:28][C:27]2[NH:26][C:25]3[CH:30]([CH2:33][C:34]([O:36][CH2:37][CH3:38])=[O:35])[CH2:31][CH2:32][C:24]=3[C:23]=2[CH:22]=1)=[NH:20]. (4) Given the product [CH3:9][N:10]1[CH2:15][CH2:14][N:13]([CH2:16][C:17]2[CH:18]=[CH:19][C:20]([C:21]([NH:23][C:24]3[CH:29]=[CH:28][C:27]([CH3:30])=[C:26]([NH:31][C:32]4[N:37]=[C:36]([C:38]5[CH:39]=[N:40][CH:41]=[CH:42][CH:43]=5)[CH:35]=[CH:34][N:33]=4)[CH:25]=3)=[O:22])=[CH:44][CH:45]=2)[CH2:12][CH2:11]1.[C:1]([O-:8])(=[O:7])/[CH:2]=[CH:3]/[C:4]([O-:6])=[O:5], predict the reactants needed to synthesize it. The reactants are: [C:1]([OH:8])(=[O:7])/[CH:2]=[CH:3]/[C:4]([OH:6])=[O:5].[CH3:9][N:10]1[CH2:15][CH2:14][N:13]([CH2:16][C:17]2[CH:45]=[CH:44][C:20]([C:21]([NH:23][C:24]3[CH:29]=[CH:28][C:27]([CH3:30])=[C:26]([NH:31][C:32]4[N:37]=[C:36]([C:38]5[CH:39]=[N:40][CH:41]=[CH:42][CH:43]=5)[CH:35]=[CH:34][N:33]=4)[CH:25]=3)=[O:22])=[CH:19][CH:18]=2)[CH2:12][CH2:11]1.O. (5) Given the product [CH2:19]([O:18][P:17]([CH2:15][C:11]1[CH:12]=[CH:13][CH:14]=[C:9]([O:8][CH2:1][C:2]2[CH:7]=[CH:6][CH:5]=[CH:4][CH:3]=2)[CH:10]=1)(=[O:24])[O:21][CH2:22][CH3:23])[CH3:20], predict the reactants needed to synthesize it. The reactants are: [CH2:1]([O:8][C:9]1[CH:14]=[CH:13][CH:12]=[C:11]([CH2:15]Br)[CH:10]=1)[C:2]1[CH:7]=[CH:6][CH:5]=[CH:4][CH:3]=1.[P:17]([O:24]CC)([O:21][CH2:22][CH3:23])[O:18][CH2:19][CH3:20]. (6) Given the product [CH3:39][C:29]1[CH:28]=[C:27]([O:26][CH2:25]/[CH:24]=[C:23](\[C:20]2[CH:19]=[CH:18][C:17]([C:2]#[C:1][C:3]3[S:4][C:5]([CH3:8])=[CH:6][CH:7]=3)=[CH:22][CH:21]=2)/[C:40]2[CH:45]=[CH:44][C:43]([C:46]([F:49])([F:48])[F:47])=[CH:42][CH:41]=2)[CH:38]=[CH:37][C:30]=1[O:31][CH2:32][C:33]([O:35][CH3:36])=[O:34], predict the reactants needed to synthesize it. The reactants are: [C:1]([C:3]1[S:4][C:5]([CH3:8])=[CH:6][CH:7]=1)#[CH:2].C(NC(C)C)(C)C.I[C:17]1[CH:22]=[CH:21][C:20](/[C:23](/[C:40]2[CH:45]=[CH:44][C:43]([C:46]([F:49])([F:48])[F:47])=[CH:42][CH:41]=2)=[CH:24]\[CH2:25][O:26][C:27]2[CH:38]=[CH:37][C:30]([O:31][CH2:32][C:33]([O:35][CH3:36])=[O:34])=[C:29]([CH3:39])[CH:28]=2)=[CH:19][CH:18]=1. (7) Given the product [NH:1]1[C:5]2[CH:6]=[CH:7][C:8]([C:10]([N:24]3[CH2:25][CH2:26][CH2:27][C@@H:28]4[C:29]5[CH:30]=[C:18]([C:15]6[CH:16]=[CH:17][O:13][CH:14]=6)[CH:19]=[CH:20][C:21]=5[CH2:22][C@H:23]34)=[O:12])=[CH:9][C:4]=2[N:3]=[CH:2]1, predict the reactants needed to synthesize it. The reactants are: [NH:1]1[C:5]2[CH:6]=[CH:7][C:8]([C:10]([OH:12])=O)=[CH:9][C:4]=2[N:3]=[CH:2]1.[O:13]1[CH:17]=[CH:16][C:15]([C:18]2[CH:19]=[CH:20][C:21]3[CH2:22][C@H:23]4[C@@H:28]([C:29]=3[CH:30]=2)[CH2:27][CH2:26][CH2:25][NH:24]4)=[CH:14]1. (8) Given the product [N:30]([CH:13]([C:9]1[N:8]=[C:7]([O:6][C:5]2[CH:16]=[CH:17][C:2]([F:1])=[CH:3][CH:4]=2)[CH:12]=[CH:11][N:10]=1)[CH3:14])=[N+:31]=[N-:32], predict the reactants needed to synthesize it. The reactants are: [F:1][C:2]1[CH:17]=[CH:16][C:5]([O:6][C:7]2[CH:12]=[CH:11][N:10]=[C:9]([CH:13](O)[CH3:14])[N:8]=2)=[CH:4][CH:3]=1.C(N(CC)CC)C.CS(Cl)(=O)=O.[N-:30]=[N+:31]=[N-:32].[Na+]. (9) Given the product [F:1][C:2]1[CH:3]=[C:4]([CH:5]=[C:6]([CH2:8][S:9]([CH2:12][CH2:13][CH3:14])(=[O:11])=[O:10])[CH:7]=1)[NH2:15], predict the reactants needed to synthesize it. The reactants are: [F:1][C:2]1[CH:7]=[C:6]([CH2:8][S:9]([CH2:12][CH2:13][CH3:14])(=[O:11])=[O:10])[CH:5]=[C:4]([N+:15]([O-])=O)[CH:3]=1.